Dataset: Forward reaction prediction with 1.9M reactions from USPTO patents (1976-2016). Task: Predict the product of the given reaction. (1) Given the reactants [CH2:1]([N:8]1[CH2:12][C@H:11]2/[C:13](=[N:16]/[S@:17]([C:19]([CH3:22])([CH3:21])[CH3:20])=[O:18])/[CH2:14][CH2:15][C@H:10]2[CH2:9]1)[C:2]1[CH:7]=[CH:6][CH:5]=[CH:4][CH:3]=1.[BH4-].[Na+], predict the reaction product. The product is: [CH2:1]([N:8]1[CH2:12][C@H:11]2[C@@H:13]([NH:16][S@:17]([C:19]([CH3:22])([CH3:21])[CH3:20])=[O:18])[CH2:14][CH2:15][C@H:10]2[CH2:9]1)[C:2]1[CH:3]=[CH:4][CH:5]=[CH:6][CH:7]=1. (2) Given the reactants [Cl:1][C:2]1[CH:3]=[C:4]([CH:6]=[C:7]([Cl:9])[CH:8]=1)[NH2:5].[CH2:10](C(=O)C([O-])=O)[CH3:11].[CH3:17][CH:18]=[CH:19][C:20]1[CH:25]=[CH:24][CH:23]=[CH:22][CH:21]=1.F[C:27](F)(F)[C:28]([OH:30])=[O:29], predict the reaction product. The product is: [CH2:10]([O:30][C:28]([CH:27]1[CH:18]([CH3:17])[CH:19]([C:20]2[CH:25]=[CH:24][CH:23]=[CH:22][CH:21]=2)[C:3]2[C:4](=[CH:6][C:7]([Cl:9])=[CH:8][C:2]=2[Cl:1])[NH:5]1)=[O:29])[CH3:11].